This data is from Catalyst prediction with 721,799 reactions and 888 catalyst types from USPTO. The task is: Predict which catalyst facilitates the given reaction. (1) Reactant: [NH2:1][C:2]1[C:7]([C:8]#[N:9])=[C:6]([Br:10])[N:5]=[C:4]([NH2:11])[CH:3]=1.[C:12](Cl)([CH3:14])=[O:13].O. Product: [NH2:1][C:2]1[C:7]([C:8]#[N:9])=[C:6]([Br:10])[N:5]=[C:4]([NH:11][C:12](=[O:13])[CH3:14])[CH:3]=1. The catalyst class is: 17. (2) Reactant: [CH2:1]([OH:4])[CH2:2][OH:3].CCN(CC)CC.[Br:12][C:13]([CH3:18])([CH3:17])[C:14](Br)=[O:15]. Product: [OH:3][CH2:2][CH2:1][O:4][C:14](=[O:15])[C:13]([Br:12])([CH3:18])[CH3:17]. The catalyst class is: 569. (3) Reactant: [CH3:1][C:2]1([OH:8])[CH2:7][CH2:6][NH:5][CH2:4][CH2:3]1.CS(O[CH:14]1[CH2:18][CH2:17][N:16]([C:19]2[CH:24]=[CH:23][C:22]([C:25]#[C:26][C:27]3[CH:32]=[CH:31][C:30]([C:33]4[CH:38]=[CH:37][C:36]([Cl:39])=[CH:35][CH:34]=4)=[CH:29][N:28]=3)=[CH:21][CH:20]=2)[CH2:15]1)(=O)=O. Product: [Cl:39][C:36]1[CH:37]=[CH:38][C:33]([C:30]2[CH:31]=[CH:32][C:27]([C:26]#[C:25][C:22]3[CH:23]=[CH:24][C:19]([N:16]4[CH2:15][CH2:14][CH:18]([N:5]5[CH2:6][CH2:7][C:2]([CH3:1])([OH:8])[CH2:3][CH2:4]5)[CH2:17]4)=[CH:20][CH:21]=3)=[N:28][CH:29]=2)=[CH:34][CH:35]=1. The catalyst class is: 18. (4) Reactant: Cl.[Br:2][C:3]1[CH:4]=[CH:5][C:6]2[O:12][CH2:11][CH2:10][NH:9][CH2:8][C:7]=2[CH:13]=1.C(N(C(C)C)CC)(C)C.[C:23]([O:27][C:28](O[C:28]([O:27][C:23]([CH3:26])([CH3:25])[CH3:24])=[O:29])=[O:29])([CH3:26])([CH3:25])[CH3:24]. Product: [C:23]([O:27][C:28]([N:9]1[CH2:8][C:7]2[CH:13]=[C:3]([Br:2])[CH:4]=[CH:5][C:6]=2[O:12][CH2:11][CH2:10]1)=[O:29])([CH3:26])([CH3:25])[CH3:24]. The catalyst class is: 96. (5) The catalyst class is: 9. Reactant: [Cl:1][C:2]1[CH:7]=[CH:6][C:5]([NH:8][C:9]([CH:11]2[N:15]([C:16]3[C:21]([Cl:22])=[CH:20][CH:19]=[CH:18][N:17]=3)[N:14]=[C:13]([OH:23])[CH2:12]2)=[O:10])=[C:4]([C:24](=[O:31])[NH:25][CH:26]([CH:28]2[CH2:30][CH2:29]2)[CH3:27])[CH:3]=1.[H-].[Na+].[C:34]1([CH3:44])[CH:39]=[CH:38][C:37]([S:40](Cl)(=[O:42])=[O:41])=[CH:36][CH:35]=1.Cl. Product: [CH3:44][C:34]1[CH:39]=[CH:38][C:37]([S:40]([O:23][C:13]2[CH2:12][CH:11]([C:9](=[O:10])[NH:8][C:5]3[CH:6]=[CH:7][C:2]([Cl:1])=[CH:3][C:4]=3[C:24](=[O:31])[NH:25][CH:26]([CH:28]3[CH2:29][CH2:30]3)[CH3:27])[N:15]([C:16]3[C:21]([Cl:22])=[CH:20][CH:19]=[CH:18][N:17]=3)[N:14]=2)(=[O:42])=[O:41])=[CH:36][CH:35]=1. (6) Reactant: [NH2:1][C:2]1[CH:7]=[CH:6][C:5]([OH:8])=[CH:4][C:3]=1[N:9]([CH3:17])[C:10](=[O:16])[O:11][C:12]([CH3:15])([CH3:14])[CH3:13].[C:18]([CH2:21][O:22][C:23]1[CH:36]=[CH:35][C:26]([CH2:27][CH:28]2[S:32][C:31](=[O:33])[NH:30][C:29]2=[O:34])=[CH:25][CH:24]=1)(O)=[O:19].C(P(=O)(OCC)OCC)#N.C(N(CC)CC)C. Product: [OH:8][C:5]1[CH:6]=[CH:7][C:2]([NH:1][C:18]([CH2:21][O:22][C:23]2[CH:36]=[CH:35][C:26]([CH2:27][CH:28]3[S:32][C:31](=[O:33])[NH:30][C:29]3=[O:34])=[CH:25][CH:24]=2)=[O:19])=[C:3]([N:9]([CH3:17])[C:10](=[O:16])[O:11][C:12]([CH3:13])([CH3:14])[CH3:15])[CH:4]=1. The catalyst class is: 7.